Dataset: Full USPTO retrosynthesis dataset with 1.9M reactions from patents (1976-2016). Task: Predict the reactants needed to synthesize the given product. (1) Given the product [Br:19][C:13]1[CH:12]=[C:11]([CH:16]=[CH:15][C:14]=1[O:17][CH3:18])[CH2:10][C@H:7]1[C@H:8]([OH:9])[C@@H:3]([NH:2][CH2:31][C:27]2[CH:26]=[C:25]([CH:22]3[CH2:24][CH2:23]3)[CH:30]=[CH:29][N:28]=2)[CH2:4][S:5](=[O:21])(=[O:20])[CH2:6]1, predict the reactants needed to synthesize it. The reactants are: Cl.[NH2:2][C@@H:3]1[C@@H:8]([OH:9])[C@H:7]([CH2:10][C:11]2[CH:16]=[CH:15][C:14]([O:17][CH3:18])=[C:13]([Br:19])[CH:12]=2)[CH2:6][S:5](=[O:21])(=[O:20])[CH2:4]1.[CH:22]1([C:25]2[CH:30]=[CH:29][N:28]=[C:27]([CH:31]=O)[CH:26]=2)[CH2:24][CH2:23]1. (2) Given the product [CH2:1]([N:3]([CH2:31][C:32]1[CH:37]=[CH:36][C:35]([O:38][CH2:41][CH2:42][N:44]([CH:46]([CH3:48])[CH3:47])[CH3:45])=[CH:34][CH:33]=1)[C:4]1[CH:9]=[C:8]([O:10][CH3:11])[C:7]([O:12][CH3:13])=[CH:6][C:5]=1[C@@H:14]1[CH2:23][CH2:22][C:21]2[CH:20]=[C:19]([OH:24])[CH:18]=[CH:17][C:16]=2[CH2:15]1)[CH3:2], predict the reactants needed to synthesize it. The reactants are: [CH2:1]([N:3]([C:31](=O)[C:32]1[CH:37]=[CH:36][C:35]([OH:38])=[CH:34][CH:33]=1)[C:4]1[CH:9]=[C:8]([O:10][CH3:11])[C:7]([O:12][CH3:13])=[CH:6][C:5]=1[C@@H:14]1[CH2:23][CH2:22][C:21]2[CH:20]=[C:19]([O:24]C(=O)C(C)(C)C)[CH:18]=[CH:17][C:16]=2[CH2:15]1)[CH3:2].Cl[CH2:41][C:42]([N:44]([CH:46]([CH3:48])[CH3:47])[CH3:45])=O. (3) Given the product [Cl:1][C:2]1[C:7]([O:8][C:9]2[CH:14]=[CH:13][C:12]([C:15]([F:18])([F:16])[F:17])=[CH:11][CH:10]=2)=[CH:6][C:5]2[NH:19][C:25]([C:24]([F:28])([F:29])[C:23]([F:30])([F:31])[C:22]([F:33])([F:32])[F:21])=[N:20][C:4]=2[CH:3]=1, predict the reactants needed to synthesize it. The reactants are: [Cl:1][C:2]1[CH:3]=[C:4]([NH2:20])[C:5]([NH2:19])=[CH:6][C:7]=1[O:8][C:9]1[CH:14]=[CH:13][C:12]([C:15]([F:18])([F:17])[F:16])=[CH:11][CH:10]=1.[F:21][C:22]([F:33])([F:32])[C:23]([F:31])([F:30])[C:24]([F:29])([F:28])[C:25](O)=O. (4) Given the product [Br:1][C:2]1[CH:7]=[CH:6][C:5]([CH2:8][C:9]([Cl:25])=[O:10])=[CH:4][CH:3]=1.[NH:11]1[CH2:16][CH2:15][O:14][CH2:13][CH2:12]1, predict the reactants needed to synthesize it. The reactants are: [Br:1][C:2]1[CH:7]=[CH:6][C:5]([CH2:8][C:9]([N:11]2[CH2:16][CH2:15][O:14][CH2:13][CH2:12]2)=[O:10])=[CH:4][CH:3]=1.CCN(CC)CC.C(Cl)[Cl:25]. (5) Given the product [CH3:4][O:5][C:6]1[CH:11]=[CH:10][CH:9]=[CH:8][C:7]=1[C:12]1[O:13][C:14]2[CH:20]=[CH:19][C:18]([C:21]([OH:23])=[O:22])=[CH:17][C:15]=2[CH:16]=1, predict the reactants needed to synthesize it. The reactants are: O.[OH-].[Li+].[CH3:4][O:5][C:6]1[CH:11]=[CH:10][CH:9]=[CH:8][C:7]=1[C:12]1[O:13][C:14]2[CH:20]=[CH:19][C:18]([C:21]([O:23]C)=[O:22])=[CH:17][C:15]=2[CH:16]=1.Cl. (6) Given the product [N+:12]([C:15]1[CH:16]=[C:17]([NH:21][C:22](=[O:23])[NH:11][C:8]2[CH:9]=[CH:10][C:5]([NH:4][C:1](=[O:3])[CH3:2])=[N:6][CH:7]=2)[CH:18]=[CH:19][CH:20]=1)([O-:14])=[O:13], predict the reactants needed to synthesize it. The reactants are: [C:1]([NH:4][C:5]1[CH:10]=[CH:9][C:8]([NH2:11])=[CH:7][N:6]=1)(=[O:3])[CH3:2].[N+:12]([C:15]1[CH:16]=[C:17]([N:21]=[C:22]=[O:23])[CH:18]=[CH:19][CH:20]=1)([O-:14])=[O:13]. (7) Given the product [ClH:40].[F:1][C:2]1[CH:13]=[C:12]([C:14]2([F:36])[CH2:17][CH:16]([C:18]([N:20]3[CH2:24][CH2:23][CH2:22][CH2:21]3)=[O:19])[CH2:15]2)[CH:11]=[CH:10][C:3]=1[CH2:4][N:5]1[CH2:9][CH2:8][CH2:7][CH2:6]1, predict the reactants needed to synthesize it. The reactants are: [F:1][C:2]1[CH:13]=[C:12]([C:14]2(O)[CH2:17][CH:16]([C:18]([N:20]3[CH2:24][CH2:23][CH2:22][CH2:21]3)=[O:19])[CH2:15]2)[CH:11]=[CH:10][C:3]=1[CH2:4][N:5]1[CH2:9][CH2:8][CH2:7][CH2:6]1.COCCN(S(F)(F)[F:36])CCOC.C(Cl)[Cl:40]. (8) Given the product [CH2:1]([C:8]1[CH:9]=[N:10][C:11]2[C:16]([C:17]=1[C:18]1[CH:19]=[C:20]([NH:24][CH2:38][C:35]3[CH:36]=[CH:37][C:32]([C:31]([OH:40])=[O:30])=[CH:33][CH:34]=3)[CH:21]=[CH:22][CH:23]=1)=[CH:15][CH:14]=[CH:13][C:12]=2[C:25]([F:28])([F:26])[F:27])[C:2]1[CH:3]=[CH:4][CH:5]=[CH:6][CH:7]=1, predict the reactants needed to synthesize it. The reactants are: [CH2:1]([C:8]1[CH:9]=[N:10][C:11]2[C:16]([C:17]=1[C:18]1[CH:19]=[C:20]([NH2:24])[CH:21]=[CH:22][CH:23]=1)=[CH:15][CH:14]=[CH:13][C:12]=2[C:25]([F:28])([F:27])[F:26])[C:2]1[CH:7]=[CH:6][CH:5]=[CH:4][CH:3]=1.C[O:30][C:31](=[O:40])[C:32]1[CH:37]=[CH:36][C:35]([CH:38]=O)=[CH:34][CH:33]=1. (9) Given the product [O:11]1[C:12]2[CH:19]=[CH:18][CH:17]=[CH:16][C:13]=2[CH:14]=[CH:15][C:9](=[O:20])[CH2:10]1, predict the reactants needed to synthesize it. The reactants are: I([O-])(=O)(=O)=O.[Na+].OC[C:9]1([OH:20])[CH:15]=[CH:14][C:13]2[CH:16]=[CH:17][CH:18]=[CH:19][C:12]=2[O:11][CH2:10]1.